From a dataset of Full USPTO retrosynthesis dataset with 1.9M reactions from patents (1976-2016). Predict the reactants needed to synthesize the given product. (1) Given the product [Br:24][CH2:25][CH2:26][CH2:27][CH2:28][O:17][C:13]1[CH:12]=[C:11]2[C:16](=[CH:15][CH:14]=1)[N:8]([C:5]1[CH:6]=[CH:7][C:2]([F:1])=[CH:3][CH:4]=1)[CH:9]=[CH:10]2, predict the reactants needed to synthesize it. The reactants are: [F:1][C:2]1[CH:7]=[CH:6][C:5]([N:8]2[C:16]3[C:11](=[CH:12][C:13]([OH:17])=[CH:14][CH:15]=3)[CH:10]=[CH:9]2)=[CH:4][CH:3]=1.C([O-])([O-])=O.[K+].[K+].[Br:24][CH2:25][CH2:26][CH2:27][CH2:28]Br. (2) Given the product [CH2:26]([O:25][C:23](=[O:24])[C:22]1[CH:21]=[CH:20][C:19]([NH:18][C:15]([NH:16][C:11]([C:2]2[CH:3]=[CH:4][C:5]3[C:10](=[CH:9][CH:8]=[CH:7][CH:6]=3)[CH:1]=2)=[O:12])=[S:14])=[CH:31][CH:30]=1)[CH2:27][CH2:28][CH3:29], predict the reactants needed to synthesize it. The reactants are: [CH:1]1[C:10]2[C:5](=[CH:6][CH:7]=[CH:8][CH:9]=2)[CH:4]=[CH:3][C:2]=1[C:11](Cl)=[O:12].[S-:14][C:15]#[N:16].[NH4+].[NH2:18][C:19]1[CH:31]=[CH:30][C:22]([C:23]([O:25][CH2:26][CH2:27][CH2:28][CH3:29])=[O:24])=[CH:21][CH:20]=1. (3) Given the product [OH:3][CH2:4][CH2:5][CH2:6][CH2:7][CH:8]1[CH2:12][CH2:11][N:10]([C:13]([O:15][C:16]([CH3:19])([CH3:18])[CH3:17])=[O:14])[CH2:9]1, predict the reactants needed to synthesize it. The reactants are: C([O:3][C:4](=O)[CH2:5][CH2:6][CH2:7][CH:8]1[CH2:12][CH2:11][N:10]([C:13]([O:15][C:16]([CH3:19])([CH3:18])[CH3:17])=[O:14])[CH2:9]1)C.[Li]. (4) Given the product [CH:49]1([C:41]2[N:40]=[CH:39][C:38]([NH:7][C:8]3[N:9]=[C:10]([F:37])[C:11]([CH:14]([C:15]4[C:23]5[C:22]([O:24][CH3:25])=[N:21][CH:20]=[N:19][C:18]=5[N:17]([Si:26]([CH:33]([CH3:35])[CH3:34])([CH:27]([CH3:29])[CH3:28])[CH:30]([CH3:32])[CH3:31])[CH:16]=4)[OH:36])=[CH:12][CH:13]=3)=[CH:43][CH:42]=2)[CH2:51][CH2:50]1, predict the reactants needed to synthesize it. The reactants are: C(OC(=O)[N:7]([C:38]1[CH:39]=[N:40][C:41](Cl)=[CH:42][CH:43]=1)[C:8]1[CH:13]=[CH:12][C:11]([CH:14]([OH:36])[C:15]2[C:23]3[C:22]([O:24][CH3:25])=[N:21][CH:20]=[N:19][C:18]=3[N:17]([Si:26]([CH:33]([CH3:35])[CH3:34])([CH:30]([CH3:32])[CH3:31])[CH:27]([CH3:29])[CH3:28])[CH:16]=2)=[C:10]([F:37])[N:9]=1)(C)(C)C.ClCCl.[CH:49]1([Mg]Br)[CH2:51][CH2:50]1.O. (5) Given the product [I:1][C:5]1[C:6]([NH:11][CH2:12][CH2:13][CH2:14][CH2:15][CH3:16])=[N:7][C:8]([NH2:10])=[N:9][C:4]=1[CH3:3], predict the reactants needed to synthesize it. The reactants are: [I:1]I.[CH3:3][C:4]1[N:9]=[C:8]([NH2:10])[N:7]=[C:6]([NH:11][CH2:12][CH2:13][CH2:14][CH2:15][CH3:16])[CH:5]=1.[OH-].[Na+]. (6) The reactants are: BrC1C=CC(C(C)C[NH:10][S:11]([CH:14]([CH3:16])[CH3:15])(=[O:13])=[O:12])=CC=1.B1(B2O[C:30]([CH3:33])([CH3:32])[C:29]([CH3:35])([CH3:34])O2)O[C:30]([CH3:33])([CH3:32])[C:29]([CH3:35])([CH3:34])O1.C(Cl)Cl.[CH3:39][C:40]([O-])=O.[K+].Br[C:45]1[CH:51]=[CH:50][C:48]([NH2:49])=[C:47]([N+:52]([O-:54])=[O:53])[CH:46]=1.[C:55]([O-])([O-])=O.[Na+].[Na+]. Given the product [NH2:49][C:48]1[CH:50]=[CH:51][C:45]([C:40]2[CH:39]=[CH:34][C:29]([CH:30]([CH3:32])[CH2:33][CH2:15][CH:14]([S:11]([NH2:10])(=[O:13])=[O:12])[CH3:16])=[CH:35][CH:55]=2)=[CH:46][C:47]=1[N+:52]([O-:54])=[O:53], predict the reactants needed to synthesize it. (7) Given the product [CH3:1][O:2][C:3]1[N:4]=[C:5]2[C:10](=[CH:11][CH:12]=1)[N:9]=[CH:8][CH:7]=[C:6]2[N:30]1[CH2:29][CH2:28][CH:32]([OH:33])[CH2:31]1, predict the reactants needed to synthesize it. The reactants are: [CH3:1][O:2][C:3]1[N:4]=[C:5]2[C:10](=[CH:11][CH:12]=1)[N:9]=[CH:8][CH:7]=[C:6]2OS(C(F)(F)F)(=O)=O.C(N(CC)CC)C.[CH2:28]1[CH:32]([OH:33])[CH2:31][NH:30][CH2:29]1.